From a dataset of Reaction yield outcomes from USPTO patents with 853,638 reactions. Predict the reaction yield, written as a fraction of the theoretical maximum amount of product (1.0 means a 100% yield; for example, 0.34 means a 34% yield). (1) The reactants are [OH:1][C:2]1[CH:10]=[CH:9][C:5]([C:6]([OH:8])=O)=[CH:4][N:3]=1.C([N:18]1[CH:22]=[CH:21][N:20]=[CH:19]1)([N:18]1[CH:22]=[CH:21][N:20]=[CH:19]1)=O.N1C=C[CH:26]=[C:25](CN)[CH:24]=1.OC1C=CC(CN2C=CN=C2)=CN=1. The yield is 0.850. The catalyst is C1COCC1. The product is [OH:1][C:2]1[CH:10]=[CH:9][C:5]([C:6]([NH:18][CH2:22][C:21]2[CH:26]=[CH:25][CH:24]=[CH:19][N:20]=2)=[O:8])=[CH:4][N:3]=1. (2) The reactants are [CH3:1][C:2]1([CH3:32])[CH2:7][C:6](=O)[CH2:5][C:4]([CH3:10])([CH3:9])[P:3]1[C:11]1[CH:16]=[CH:15][CH:14]=[CH:13][C:12]=1[C:17]1[C:22]([CH:23]([CH3:25])[CH3:24])=[CH:21][C:20]([CH:26]([CH3:28])[CH3:27])=[CH:19][C:18]=1[CH:29]([CH3:31])[CH3:30].O.NN.[OH-].[K+]. No catalyst specified. The product is [CH3:32][C:2]1([CH3:1])[CH2:7][CH2:6][CH2:5][C:4]([CH3:9])([CH3:10])[P:3]1[C:11]1[CH:16]=[CH:15][CH:14]=[CH:13][C:12]=1[C:17]1[C:18]([CH:29]([CH3:30])[CH3:31])=[CH:19][C:20]([CH:26]([CH3:28])[CH3:27])=[CH:21][C:22]=1[CH:23]([CH3:25])[CH3:24]. The yield is 0.940. (3) The reactants are [CH3:1][O:2][C:3]1[CH:8]=[CH:7][C:6]([NH:9][CH2:10][C:11]([OH:13])=O)=[CH:5][CH:4]=1.Cl.[CH3:15][NH:16][CH3:17].CCN(C(C)C)C(C)C.CN(C(ON1N=NC2C=CC=NC1=2)=[N+](C)C)C.F[P-](F)(F)(F)(F)F. The product is [CH3:1][O:2][C:3]1[CH:8]=[CH:7][C:6]([NH:9][CH2:10][C:11]([N:16]([CH3:17])[CH3:15])=[O:13])=[CH:5][CH:4]=1. The yield is 0.710. The catalyst is C(#N)C. (4) The reactants are [Cl:1][C:2]1[CH:7]=[CH:6][N:5]=[C:4]([O:8][CH3:9])[C:3]=1[C:10]1[NH:11][C:12]2[C:17]([CH:18]=1)=[CH:16][CH:15]=[C:14]([NH2:19])[CH:13]=2.[F:20][C:21]([F:32])([F:31])[C:22](O[C:22](=[O:23])[C:21]([F:32])([F:31])[F:20])=[O:23].C(N(CC)CC)C.O. The catalyst is C(Cl)Cl. The product is [Cl:1][C:2]1[CH:7]=[CH:6][N:5]=[C:4]([O:8][CH3:9])[C:3]=1[C:10]1[NH:11][C:12]2[C:17]([CH:18]=1)=[CH:16][CH:15]=[C:14]([NH:19][C:22](=[O:23])[C:21]([F:32])([F:31])[F:20])[CH:13]=2. The yield is 0.430. (5) The reactants are [F:1][C:2]1[CH:3]=[C:4]2[C:9](=[CH:10][C:11]=1[OH:12])[N:8]=[C:7]([CH3:13])[CH:6]=[CH:5]2.I[CH:15]([CH3:17])[CH3:16].C(=O)([O-])[O-].[K+].[K+]. The catalyst is CC(C)=O.O. The product is [F:1][C:2]1[CH:3]=[C:4]2[C:9](=[CH:10][C:11]=1[O:12][CH:15]([CH3:17])[CH3:16])[N:8]=[C:7]([CH3:13])[CH:6]=[CH:5]2. The yield is 0.390. (6) The reactants are [F:1][C:2]1[CH:7]=[CH:6][C:5]([C:8]2[N:9]=[N:10][NH:11][N:12]=2)=[CH:4][CH:3]=1.[C:13]([O-])([O-])=O.[K+].[K+].IC.N#N. The catalyst is C(#N)C. The product is [F:1][C:2]1[CH:7]=[CH:6][C:5]([C:8]2[N:9]=[N:10][N:11]([CH3:13])[N:12]=2)=[CH:4][CH:3]=1. The yield is 0.709. (7) The reactants are [CH2:1]([O:3][C:4]1[CH:11]=[CH:10][C:7]([CH:8]=O)=[C:6]([O:12][CH3:13])[CH:5]=1)[CH3:2].C([O-])(=O)C.[NH4+].C([BH3-])#[N:20].[Na+]. The catalyst is CO. The product is [CH2:1]([O:3][C:4]1[CH:11]=[CH:10][C:7]([CH2:8][NH2:20])=[C:6]([O:12][CH3:13])[CH:5]=1)[CH3:2]. The yield is 0.170. (8) The reactants are C(OC([C:6]1[C:14]2[CH2:13][CH2:12][N:11]([C:15]3[CH:20]=[CH:19][C:18]([N:21]4[CH2:26][CH2:25][CH2:24][CH2:23][C:22]4=[O:27])=[CH:17][CH:16]=3)[C:10](=[O:28])[C:9]=2[N:8]([C:29]2[CH:34]=[CH:33][C:32]([O:35][CH3:36])=[CH:31][CH:30]=2)[N:7]=1)=O)C.C[Mg+].[Br-]. The catalyst is C1COCC1. The product is [OH:35][C:32]([C:6]1[C:14]2[CH2:13][CH2:12][N:11]([C:15]3[CH:20]=[CH:19][C:18]([N:21]4[CH2:26][CH2:25][CH2:24][CH2:23][C:22]4=[O:27])=[CH:17][CH:16]=3)[C:10](=[O:28])[C:9]=2[N:8]([C:29]2[CH:34]=[CH:33][C:32]([O:35][CH3:36])=[CH:31][CH:30]=2)[N:7]=1)([CH3:33])[CH3:31]. The yield is 0.480.